This data is from Full USPTO retrosynthesis dataset with 1.9M reactions from patents (1976-2016). The task is: Predict the reactants needed to synthesize the given product. (1) Given the product [CH3:1][O:2][C:3]1[CH:8]=[C:7]([O:9][CH3:10])[C:6]([O:11][CH3:12])=[CH:5][C:4]=1[CH:13]=[CH:14][CH:15]=[O:21], predict the reactants needed to synthesize it. The reactants are: [CH3:1][O:2][C:3]1[CH:8]=[C:7]([O:9][CH3:10])[C:6]([O:11][CH3:12])=[CH:5][C:4]=1[CH2:13][CH2:14][CH3:15].C(C1C(=O)C(Cl)=C(Cl)C(=[O:21])C=1C#N)#N.C1(C=CC(O)=CC=1)O. (2) Given the product [CH:18]1(/[CH:19]=[CH:11]/[C:12]([O:14][CH2:15][CH3:16])=[O:13])[CH2:17][CH2:27][CH2:26]1, predict the reactants needed to synthesize it. The reactants are: [Cl-].[Li+].C(OP([CH2:11][C:12]([O:14][CH2:15][CH3:16])=[O:13])(OCC)=O)C.[CH2:17]1[CH2:27][CH2:26]N2C(=NCCC2)[CH2:19][CH2:18]1.C1(C=O)CCC1. (3) Given the product [OH:3][CH:1]([CH:4]([C:14]1[N:22]2[C:17]([C:18](=[O:34])[NH:19][C:20]([CH2:23][C:24]3[CH:25]=[C:26]4[C:31](=[CH:32][CH:33]=3)[N:30]=[CH:29][CH:28]=[CH:27]4)=[N:21]2)=[C:16]([CH3:35])[N:15]=1)[CH2:5][CH2:6][CH2:7][C:8]1[CH:9]=[CH:10][CH:11]=[CH:12][CH:13]=1)[CH3:2], predict the reactants needed to synthesize it. The reactants are: [C:1]([CH:4]([C:14]1[N:22]2[C:17]([C:18](=[O:34])[NH:19][C:20]([CH2:23][C:24]3[CH:25]=[C:26]4[C:31](=[CH:32][CH:33]=3)[N:30]=[CH:29][CH:28]=[CH:27]4)=[N:21]2)=[C:16]([CH3:35])[N:15]=1)[CH2:5][CH2:6][CH2:7][C:8]1[CH:13]=[CH:12][CH:11]=[CH:10][CH:9]=1)(=[O:3])[CH3:2].[BH4-].[Na+]. (4) Given the product [S:7]([O:19][CH2:20][CH:21]1[O:25][C:24](=[O:26])[NH:23][CH2:22]1)([C:4]1[CH:5]=[CH:6][C:1]([CH3:11])=[CH:2][CH:3]=1)(=[O:9])=[O:8], predict the reactants needed to synthesize it. The reactants are: [C:1]1([CH3:11])[CH:6]=[CH:5][C:4]([S:7](Cl)(=[O:9])=[O:8])=[CH:3][CH:2]=1.CCN(CC)CC.[OH:19][CH2:20][CH:21]1[O:25][C:24](=[O:26])[NH:23][CH2:22]1. (5) Given the product [C:1]([O:4][CH2:5][CH2:6][CH2:7][CH2:8][CH2:9][CH2:10][O:11][CH2:12][CH2:13][CH2:14][CH2:15][C:16]1[CH:17]=[C:18]([NH:22][C:24]([NH:23][CH2:26][C:27]([O:29][CH2:30][CH3:31])=[O:28])=[O:25])[CH:19]=[CH:20][CH:21]=1)(=[O:3])[CH3:2], predict the reactants needed to synthesize it. The reactants are: [C:1]([O:4][CH2:5][CH2:6][CH2:7][CH2:8][CH2:9][CH2:10][O:11][CH2:12][CH2:13][CH2:14][CH2:15][C:16]1[CH:21]=[CH:20][CH:19]=[C:18]([NH2:22])[CH:17]=1)(=[O:3])[CH3:2].[N:23]([CH2:26][C:27]([O:29][CH2:30][CH3:31])=[O:28])=[C:24]=[O:25].CO. (6) Given the product [C:1]([O:5][C:6](=[O:21])[NH:7][C@@H:8]1[CH2:13][CH2:12][CH2:11][N:10]([C:14]2[S:15][C:16]([Br:22])=[C:17]([C:19]#[N:20])[N:18]=2)[CH2:9]1)([CH3:4])([CH3:2])[CH3:3], predict the reactants needed to synthesize it. The reactants are: [C:1]([O:5][C:6](=[O:21])[NH:7][C@@H:8]1[CH2:13][CH2:12][CH2:11][N:10]([C:14]2[S:15][CH:16]=[C:17]([C:19]#[N:20])[N:18]=2)[CH2:9]1)([CH3:4])([CH3:3])[CH3:2].[Br:22]N1C(=O)CCC1=O. (7) Given the product [N:52]1([S:53]([NH:56][C:40](=[O:42])[C:39]2[CH:43]=[C:44]([C:45]3([F:49])[CH2:48][O:47][CH2:46]3)[C:36]([O:35][C:27]3[CH:28]=[N:29][C:30]([O:31][CH:32]([CH3:33])[CH3:34])=[C:25]([Cl:24])[CH:26]=3)=[CH:37][C:38]=2[F:50])(=[O:55])=[O:54])[CH2:6][CH2:10][CH2:2]1, predict the reactants needed to synthesize it. The reactants are: Cl[C:2]1C(OC2C=CC(Cl)=C(C(F)(F)F)C=2)=CC(F)=[C:6]([CH:10]=1)C(O)=O.[Cl:24][C:25]1[CH:26]=[C:27]([O:35][C:36]2[C:44]([C:45]3([F:49])[CH2:48][O:47][CH2:46]3)=[CH:43][C:39]([C:40]([OH:42])=O)=[C:38]([F:50])[CH:37]=2)[CH:28]=[N:29][C:30]=1[O:31][CH:32]([CH3:34])[CH3:33].C[N:52](C)[S:53]([NH2:56])(=[O:55])=[O:54]. (8) The reactants are: O[C@@H:2]([C:22]1[CH:31]=[CH:30][C:25]2[C:26](=[O:29])[O:27][CH2:28][C:24]=2[C:23]=1[CH3:32])[CH2:3][N:4]1[CH2:21][CH2:20][C:7]2([C:11](=[O:12])[N:10]([C:13]3[CH2:14][O:15][C:16](=[O:19])[C:17]=3[CH3:18])[CH2:9][CH2:8]2)[CH2:6][CH2:5]1.C1(P([N:47]=[N+:48]=[N-:49])(C2C=CC=CC=2)=O)C=CC=CC=1.C1(C)C=CC=CC=1.C1CCN2C(=NCCC2)CC1. Given the product [N:47]([C@H:2]([C:22]1[C:23]([CH3:32])=[C:24]2[C:25](=[CH:30][CH:31]=1)[C:26](=[O:29])[O:27][CH2:28]2)[CH2:3][N:4]1[CH2:21][CH2:20][C:7]2([C:11](=[O:12])[N:10]([C:13]3[CH2:14][O:15][C:16](=[O:19])[C:17]=3[CH3:18])[CH2:9][CH2:8]2)[CH2:6][CH2:5]1)=[N+:48]=[N-:49], predict the reactants needed to synthesize it. (9) Given the product [N:23]1[CH:28]=[CH:27][CH:26]=[CH:25][C:24]=1[CH2:29][NH:30][C:2]1[CH:7]=[CH:6][C:5]([C:8]2[O:9][C:10]3[CH:16]=[CH:15][CH:14]=[CH:13][C:11]=3[N:12]=2)=[CH:4][C:3]=1[NH2:17], predict the reactants needed to synthesize it. The reactants are: F[C:2]1[CH:7]=[CH:6][C:5]([C:8]2[O:9][C:10]3[CH:16]=[CH:15][CH:14]=[CH:13][C:11]=3[N:12]=2)=[CH:4][C:3]=1[N+:17]([O-])=O.C(#N)C.[N:23]1[CH:28]=[CH:27][CH:26]=[CH:25][C:24]=1[CH2:29][NH2:30].[H][H].